Dataset: Peptide-MHC class II binding affinity with 134,281 pairs from IEDB. Task: Regression. Given a peptide amino acid sequence and an MHC pseudo amino acid sequence, predict their binding affinity value. This is MHC class II binding data. (1) The peptide sequence is VFLQTHIFAEVLKDAIKDL. The MHC is HLA-DPA10201-DPB11401 with pseudo-sequence HLA-DPA10201-DPB11401. The binding affinity (normalized) is 0.708. (2) The peptide sequence is SQDLELPWNLNGLQAY. The MHC is HLA-DQA10101-DQB10501 with pseudo-sequence HLA-DQA10101-DQB10501. The binding affinity (normalized) is 0.599. (3) The peptide sequence is KRWIILGLNKIVRMYSPTSI. The MHC is DRB1_0701 with pseudo-sequence DRB1_0701. The binding affinity (normalized) is 0.568. (4) The MHC is HLA-DPA10103-DPB10601 with pseudo-sequence HLA-DPA10103-DPB10601. The peptide sequence is WKKYFAATQFEPLAA. The binding affinity (normalized) is 0.958. (5) The peptide sequence is KLIEDINVGFKAAVA. The MHC is HLA-DPA10201-DPB10501 with pseudo-sequence HLA-DPA10201-DPB10501. The binding affinity (normalized) is 0.377. (6) The MHC is HLA-DQA10501-DQB10201 with pseudo-sequence HLA-DQA10501-DQB10201. The peptide sequence is CVDAKMTEEDKENALSL. The binding affinity (normalized) is 0.108. (7) The peptide sequence is TLWQRPLVTIKIGGQLMEAL. The MHC is DRB3_0101 with pseudo-sequence DRB3_0101. The binding affinity (normalized) is 0.269.